Dataset: Full USPTO retrosynthesis dataset with 1.9M reactions from patents (1976-2016). Task: Predict the reactants needed to synthesize the given product. (1) Given the product [Br:1][C:21]1[N:20]([CH3:19])[C:24]([C:25]([O:27][CH3:28])=[O:26])=[CH:23][N:22]=1, predict the reactants needed to synthesize it. The reactants are: [Br:1]C1N(C)C(C(NCCN2CCOCC2)=O)=CN=1.[CH3:19][N:20]1[C:24]([C:25]([O:27][CH3:28])=[O:26])=[CH:23][N:22]=[CH:21]1. (2) Given the product [OH:1][C:2]1[CH:14]=[C:13]([CH3:15])[C:5]2[CH:6]([CH2:9][C:10]([OH:12])=[O:11])[CH2:7][O:8][C:4]=2[CH:3]=1, predict the reactants needed to synthesize it. The reactants are: [OH:1][C:2]1[CH:14]=[C:13]([CH3:15])[C:5]2[C:6]([CH2:9][C:10]([OH:12])=[O:11])=[CH:7][O:8][C:4]=2[CH:3]=1. (3) Given the product [N:36]1([S:33]([N:6]([CH2:5][C:4]([OH:45])=[O:3])[CH2:7][C:8]2[CH:13]=[CH:12][C:11]([O:14][CH2:15][CH2:16][C:17]3[N:18]=[C:19]([C:23]4[CH:24]=[CH:25][C:26]([C:29]([F:30])([F:31])[F:32])=[CH:27][CH:28]=4)[O:20][C:21]=3[CH3:22])=[CH:10][CH:9]=2)(=[O:35])=[O:34])[C:44]2[C:39](=[CH:40][CH:41]=[CH:42][CH:43]=2)[CH2:38][CH2:37]1, predict the reactants needed to synthesize it. The reactants are: C([O:3][C:4](=[O:45])[CH2:5][N:6]([S:33]([N:36]1[C:44]2[C:39](=[CH:40][CH:41]=[CH:42][CH:43]=2)[CH2:38][CH2:37]1)(=[O:35])=[O:34])[CH2:7][C:8]1[CH:13]=[CH:12][C:11]([O:14][CH2:15][CH2:16][C:17]2[N:18]=[C:19]([C:23]3[CH:28]=[CH:27][C:26]([C:29]([F:32])([F:31])[F:30])=[CH:25][CH:24]=3)[O:20][C:21]=2[CH3:22])=[CH:10][CH:9]=1)C.O.[OH-].[Li+]. (4) Given the product [CH3:1][C:2]1[N:6]([C:7]2[CH:12]=[CH:11][C:10]([C:13]([F:16])([F:15])[F:14])=[CH:9][N:8]=2)[N:5]=[CH:4][C:3]=1[C:17]([NH2:21])=[O:19], predict the reactants needed to synthesize it. The reactants are: [CH3:1][C:2]1[N:6]([C:7]2[CH:12]=[CH:11][C:10]([C:13]([F:16])([F:15])[F:14])=[CH:9][N:8]=2)[N:5]=[CH:4][C:3]=1[C:17]([OH:19])=O.C[N:21](C)C=O.S(Cl)(Cl)=O.